This data is from Catalyst prediction with 721,799 reactions and 888 catalyst types from USPTO. The task is: Predict which catalyst facilitates the given reaction. Reactant: [CH3:1][C:2]1[CH:7]=[C:6]([C:8]2[N:12]([C:13]3[CH:18]=[CH:17][C:16]([S:19]([CH3:22])(=[O:21])=[O:20])=[C:15]([F:23])[CH:14]=3)[N:11]=[C:10]([C:24]([F:27])([F:26])[F:25])[CH:9]=2)[CH:5]=[CH:4][C:3]=1[OH:28].S(Cl)([Cl:32])(=O)=O.O. Product: [Cl:32][C:4]1[CH:5]=[C:6]([C:8]2[N:12]([C:13]3[CH:18]=[CH:17][C:16]([S:19]([CH3:22])(=[O:21])=[O:20])=[C:15]([F:23])[CH:14]=3)[N:11]=[C:10]([C:24]([F:25])([F:26])[F:27])[CH:9]=2)[CH:7]=[C:2]([CH3:1])[C:3]=1[OH:28]. The catalyst class is: 2.